Predict the reaction yield, written as a fraction of the theoretical maximum amount of product (1.0 means a 100% yield; for example, 0.34 means a 34% yield). From a dataset of Reaction yield outcomes from USPTO patents with 853,638 reactions. (1) The reactants are [SH:1][C:2]1[CH:15]=[CH:14][CH:13]=[CH:12][C:3]=1[C:4]([NH:6][C:7](=[O:11])[CH2:8][CH2:9][NH2:10])=[O:5].[Br:16][CH2:17][CH2:18][N:19]=[C:20]=[O:21]. The catalyst is CN(C=O)C. The product is [Br:16][CH2:17][CH2:18][NH:19][C:20]([S:1][C:2]1[CH:15]=[CH:14][CH:13]=[CH:12][C:3]=1[C:4]([NH:6][C:7](=[O:11])[CH2:8][CH2:9][NH2:10])=[O:5])=[O:21]. The yield is 0.870. (2) The reactants are [N:1]1[C:10]2[CH:9]=[CH:8][N:7]=[C:6]([NH2:11])[C:5]=2[CH:4]=[CH:3][CH:2]=1.Br[CH:13]([CH3:21])[C:14](=O)[C:15]([O:17][CH2:18]C)=[O:16]. The catalyst is C1COCC1. The product is [CH3:21][C:13]1[N:7]2[C:6]([C:5]3[CH:4]=[CH:3][CH:2]=[N:1][C:10]=3[CH:9]=[CH:8]2)=[N:11][C:14]=1[C:15]([O:17][CH3:18])=[O:16]. The yield is 0.600. (3) The reactants are [N:1]12[CH2:8][CH2:7][C:4]([C:9]([C:17]3[CH:22]=[CH:21][CH:20]=[CH:19][CH:18]=3)([C:11]3[CH:16]=[CH:15][CH:14]=[CH:13][CH:12]=3)[OH:10])([CH2:5][CH2:6]1)[CH2:3][CH2:2]2.[Br:23][CH2:24][CH:25]1[O:29][CH2:28][CH2:27][O:26]1. The catalyst is CC#N. The product is [Br-:23].[O:26]1[CH2:27][CH2:28][O:29][CH:25]1[CH2:24][N+:1]12[CH2:6][CH2:5][C:4]([C:9]([OH:10])([C:17]3[CH:22]=[CH:21][CH:20]=[CH:19][CH:18]=3)[C:11]3[CH:12]=[CH:13][CH:14]=[CH:15][CH:16]=3)([CH2:3][CH2:2]1)[CH2:7][CH2:8]2. The yield is 0.124.